This data is from TCR-epitope binding with 47,182 pairs between 192 epitopes and 23,139 TCRs. The task is: Binary Classification. Given a T-cell receptor sequence (or CDR3 region) and an epitope sequence, predict whether binding occurs between them. (1) The epitope is EPLPQGQLTAY. The TCR CDR3 sequence is CASSLTNLAGGLEDFSTDTQYF. Result: 0 (the TCR does not bind to the epitope). (2) The epitope is FLNRFTTTL. The TCR CDR3 sequence is CASSSPGQGAYEQYF. Result: 1 (the TCR binds to the epitope).